This data is from Peptide-MHC class II binding affinity with 134,281 pairs from IEDB. The task is: Regression. Given a peptide amino acid sequence and an MHC pseudo amino acid sequence, predict their binding affinity value. This is MHC class II binding data. (1) The peptide sequence is AAVGATPEAKFDSFV. The MHC is DRB1_1101 with pseudo-sequence DRB1_1101. The binding affinity (normalized) is 0.116. (2) The peptide sequence is DANNYEQQEQASQQI. The MHC is DRB5_0101 with pseudo-sequence DRB5_0101. The binding affinity (normalized) is 0.0427. (3) The peptide sequence is VWRIDTPDKLTGPFT. The MHC is DRB1_0301 with pseudo-sequence DRB1_0301. The binding affinity (normalized) is 0.288. (4) The peptide sequence is MVGTILEMLGTRLDQ. The MHC is HLA-DQA10301-DQB10301 with pseudo-sequence HLA-DQA10301-DQB10301. The binding affinity (normalized) is 0.255. (5) The binding affinity (normalized) is 0.565. The peptide sequence is SELQMSWLPLCVRLE. The MHC is DRB4_0103 with pseudo-sequence DRB4_0103. (6) The peptide sequence is VRFQEAANKQKQELD. The MHC is DRB3_0202 with pseudo-sequence DRB3_0202. The binding affinity (normalized) is 0.0652. (7) The peptide sequence is AVTALTIAYLVGSNMK. The MHC is HLA-DQA10501-DQB10402 with pseudo-sequence HLA-DQA10501-DQB10402. The binding affinity (normalized) is 0.471. (8) The peptide sequence is WELQIVDKIDAAFKI. The MHC is DRB3_0101 with pseudo-sequence DRB3_0101. The binding affinity (normalized) is 0.633.